From a dataset of Peptide-MHC class I binding affinity with 185,985 pairs from IEDB/IMGT. Regression. Given a peptide amino acid sequence and an MHC pseudo amino acid sequence, predict their binding affinity value. This is MHC class I binding data. (1) The peptide sequence is SSDDIPPRW. The MHC is HLA-B15:17 with pseudo-sequence HLA-B15:17. The binding affinity (normalized) is 0.0847. (2) The peptide sequence is DSALTLHWFR. The MHC is HLA-A33:01 with pseudo-sequence HLA-A33:01. The binding affinity (normalized) is 0.890.